Dataset: Catalyst prediction with 721,799 reactions and 888 catalyst types from USPTO. Task: Predict which catalyst facilitates the given reaction. (1) Reactant: [CH2:1]([N:3]([CH2:13][CH3:14])[C:4]1[CH:5]=[C:6]([OH:12])[C:7](=[CH:10][CH:11]=1)[CH:8]=[O:9])[CH3:2].C(=O)([O-])[O-].[Cs+].[Cs+].Cl.Cl[CH2:23][CH2:24][N:25]1[CH2:30][CH2:29][CH2:28][CH2:27][CH2:26]1.O. Product: [CH2:13]([N:3]([CH2:1][CH3:2])[C:4]1[CH:11]=[CH:10][C:7]([CH:8]=[O:9])=[C:6]([O:12][CH2:23][CH2:24][N:25]2[CH2:30][CH2:29][CH2:28][CH2:27][CH2:26]2)[CH:5]=1)[CH3:14]. The catalyst class is: 115. (2) Reactant: [CH2:1]([O:3][C:4]1[CH:10]=[CH:9][C:7]([NH2:8])=[C:6]([C:11]2[O:12][CH:13]=[CH:14][CH:15]=2)[CH:5]=1)[CH3:2].[CH3:16][C:17]1[O:21][N:20]=[C:19]([NH:22][C:23](=O)[O:24]C2C=CC=CC=2)[CH:18]=1. Product: [CH2:1]([O:3][C:4]1[CH:10]=[CH:9][C:7]([NH:8][C:23]([NH:22][C:19]2[CH:18]=[C:17]([CH3:16])[O:21][N:20]=2)=[O:24])=[C:6]([C:11]2[O:12][CH:13]=[CH:14][CH:15]=2)[CH:5]=1)[CH3:2]. The catalyst class is: 1. (3) Reactant: C[N:2]([C:4]1[C:9]([C:10]2[C:15](P(C3CCCCC3)C3CCCCC3)=[CH:14]C=CC=2)=CC=CC=1)C.CC(C)([O-])C.[Na+].BrC1C=CC=CN=1.[NH2:42][C@H:43]1[C:52]2[C:47](=[CH:48][CH:49]=[C:50]([N:53]3[CH2:58][CH2:57][O:56][CH2:55][CH2:54]3)[CH:51]=2)[N:46]([C:59](=[O:61])[CH3:60])[C@@H:45]([CH:62]2[CH2:64][CH2:63]2)[C@@H:44]1[CH3:65]. Product: [CH:62]1([C@H:45]2[C@H:44]([CH3:65])[C@@H:43]([NH:42][C:14]3[CH:15]=[CH:10][CH:9]=[CH:4][N:2]=3)[C:52]3[C:47](=[CH:48][CH:49]=[C:50]([N:53]4[CH2:54][CH2:55][O:56][CH2:57][CH2:58]4)[CH:51]=3)[N:46]2[C:59](=[O:61])[CH3:60])[CH2:64][CH2:63]1. The catalyst class is: 62. (4) Reactant: [C:1]([C:4]1[S:8]/[C:7](=[N:9]\[C:10](=[O:19])[C:11]2[CH:16]=[C:15]([Cl:17])[CH:14]=[CH:13][C:12]=2F)/[N:6]([CH2:20][C@H:21]2[CH2:25][CH2:24][CH2:23][O:22]2)[C:5]=1[CH3:26])(=[O:3])[CH3:2].[F:27][C:28]([F:32])([F:31])[CH2:29][OH:30].CC(C)([O-])C.[K+]. Product: [C:1]([C:4]1[S:8]/[C:7](=[N:9]\[C:10](=[O:19])[C:11]2[CH:16]=[C:15]([Cl:17])[CH:14]=[CH:13][C:12]=2[O:30][CH2:29][C:28]([F:32])([F:31])[F:27])/[N:6]([CH2:20][C@H:21]2[CH2:25][CH2:24][CH2:23][O:22]2)[C:5]=1[CH3:26])(=[O:3])[CH3:2]. The catalyst class is: 30. (5) Reactant: C1C=C(Cl)C=C(C(OO)=O)C=1.[CH3:12][NH:13][C:14](=[O:36])[CH2:15][CH2:16][CH2:17][CH2:18][CH2:19][N:20]1[C:32]2[C:31]3[CH:30]=[CH:29][CH:28]=[CH:27][C:26]=3[N:25]=[CH:24][C:23]=2[N:22]=[C:21]1[CH2:33][CH2:34][CH3:35].[OH-].[NH4+:38].C1(C)C=CC(S(Cl)(=O)=O)=CC=1. Product: [NH2:38][C:24]1[C:23]2[N:22]=[C:21]([CH2:33][CH2:34][CH3:35])[N:20]([CH2:19][CH2:18][CH2:17][CH2:16][CH2:15][C:14]([NH:13][CH3:12])=[O:36])[C:32]=2[C:31]2[CH:30]=[CH:29][CH:28]=[CH:27][C:26]=2[N:25]=1. The catalyst class is: 22. (6) The catalyst class is: 1. Reactant: [S:1]1[CH:5]=[CH:4][C:3]2[C:6](=O)[C:7]3[S:8][CH:9]=[CH:10][C:11]=3[C:12](=O)[C:2]1=2.[CH2:15]([Mg]Br)[CH2:16][CH2:17][CH2:18][CH2:19][CH2:20][CH2:21][CH3:22].Cl[Sn]Cl. Product: [CH2:15]([C:6]1[C:7]2[S:8][CH:9]=[CH:10][C:11]=2[C:12]([CH2:5][CH2:4][CH2:3][CH2:2][CH2:12][CH2:11][CH2:7][CH3:6])=[C:2]2[S:1][CH:5]=[CH:4][C:3]=12)[CH2:16][CH2:17][CH2:18][CH2:19][CH2:20][CH2:21][CH3:22].